From a dataset of Forward reaction prediction with 1.9M reactions from USPTO patents (1976-2016). Predict the product of the given reaction. (1) Given the reactants Cl[C:2]1[C:7](Cl)=[C:6]([NH:9][C@@H:10]([CH3:13])[CH2:11][OH:12])[C:5](Cl)=[C:4](Cl)[N:3]=1.C(=O)([O-])[O-].[K+].[K+], predict the reaction product. The product is: [N:3]1[CH:4]=[CH:5][C:6]([NH:9][C@@H:10]([CH3:13])[CH2:11][OH:12])=[CH:7][CH:2]=1. (2) Given the reactants [N-:1]=[C:2]=[O:3].[N-:4]=C=O.N([C:11]1[CH:16]=[CH:15][NH:14][C:13](=[O:17])[N:12]=1)C(N)=O.CCCCCCCCCCC(CO)CCCCCCCC.C([O-])(=O)CCCCCCCCCCC.C([O-])(=O)CCCCCCCCCCC.C([Sn+2]CCCC)CCC.[N-]=C=O, predict the reaction product. The product is: [NH:1]([C:11]1[CH:16]=[CH:15][NH:14][C:13](=[O:17])[N:12]=1)[C:2]([NH2:4])=[O:3]. (3) The product is: [Cl:18][C:13]1[N:12]=[C:11]([NH:10][C:4]2[CH:5]=[CH:6][C:7]([O:8][CH3:9])=[C:2]([Cl:1])[CH:3]=2)[N:16]=[C:15]([NH:45][CH:38]2[CH2:44][CH2:43][CH2:42][CH2:41][CH2:40][CH2:39]2)[N:14]=1. Given the reactants [Cl:1][C:2]1[CH:3]=[C:4]([NH:10][C:11]2[N:16]=[C:15](Cl)[N:14]=[C:13]([Cl:18])[N:12]=2)[CH:5]=[CH:6][C:7]=1[O:8][CH3:9].N1C(Cl)=NC(Cl)=NC=1Cl.ClC1C=C(C=CC=1OC)N.[CH:38]1([NH2:45])[CH2:44][CH2:43][CH2:42][CH2:41][CH2:40][CH2:39]1.[OH-].[Na+], predict the reaction product. (4) Given the reactants [H-].[Na+].[OH:3][N:4]1[C:8](=[O:9])[C:7]2=[CH:10][CH:11]=[CH:12][CH:13]=[C:6]2[C:5]1=[O:14].[Cl:15][C:16]1[CH:17]=[CH:18][C:19]2[O:23][C:22]([CH2:24]Cl)=[N:21][C:20]=2[CH:26]=1, predict the reaction product. The product is: [Cl:15][C:16]1[CH:17]=[CH:18][C:19]2[O:23][C:22]([CH2:24][O:3][N:4]3[C:5](=[O:14])[C:6]4[C:7](=[CH:10][CH:11]=[CH:12][CH:13]=4)[C:8]3=[O:9])=[N:21][C:20]=2[CH:26]=1. (5) Given the reactants [CH3:1][O:2][C:3]([O:6][CH3:7])([CH3:5])[CH3:4].[OH2:8].[C:9]1([CH3:19])C=CC(S(O)(=O)=O)=CC=1, predict the reaction product. The product is: [CH3:4][C:3]1([CH3:5])[O:6][CH2:7][CH:19]([CH2:9][OH:8])[CH2:1][O:2]1. (6) Given the reactants N[C:2]1[CH:3]=[C:4]([C:9]2[C:21]([F:22])=[CH:20][C:12]([C:13]([NH:15][S:16]([CH3:19])(=[O:18])=[O:17])=[O:14])=[C:11]([F:23])[CH:10]=2)[CH:5]=[N:6][C:7]=1[F:8].N([O-])=O.[Na+].C(=O)(O)[O-].[Na+].[BrH:33], predict the reaction product. The product is: [Br:33][C:2]1[CH:3]=[C:4]([C:9]2[C:21]([F:22])=[CH:20][C:12]([C:13]([NH:15][S:16]([CH3:19])(=[O:18])=[O:17])=[O:14])=[C:11]([F:23])[CH:10]=2)[CH:5]=[N:6][C:7]=1[F:8]. (7) Given the reactants [Cl-].O[NH3+:3].[C:4](=[O:7])([O-])[OH:5].[Na+].CS(C)=O.[CH2:13]([C:15]1[N:16]=[C:17]([CH2:46][CH2:47][CH3:48])[N:18]([CH2:31][C:32]2[CH:37]=[CH:36][C:35]([C:38]3[C:39]([C:44]#[N:45])=[CH:40][CH:41]=[CH:42][CH:43]=3)=[CH:34][CH:33]=2)[C:19](=[O:30])[C:20]=1[O:21][C:22]1[CH:27]=[CH:26][CH:25]=[C:24]([O:28][CH3:29])[CH:23]=1)[CH3:14], predict the reaction product. The product is: [CH2:13]([C:15]1[N:16]=[C:17]([CH2:46][CH2:47][CH3:48])[N:18]([CH2:31][C:32]2[CH:37]=[CH:36][C:35]([C:38]3[CH:43]=[CH:42][CH:41]=[CH:40][C:39]=3[C:44]3[NH:3][C:4](=[O:7])[O:5][N:45]=3)=[CH:34][CH:33]=2)[C:19](=[O:30])[C:20]=1[O:21][C:22]1[CH:27]=[CH:26][CH:25]=[C:24]([O:28][CH3:29])[CH:23]=1)[CH3:14].